From a dataset of Catalyst prediction with 721,799 reactions and 888 catalyst types from USPTO. Predict which catalyst facilitates the given reaction. (1) Reactant: [CH2:1]([N:8]1[C:20]2[CH:19]=[C:18]([C:21]3[C:22]([CH3:27])=[N:23][O:24][C:25]=3[CH3:26])[CH:17]=[C:16]([C:28]([O:30]C)=[O:29])[C:15]=2[C:14]2[C:9]1=[CH:10][CH:11]=[C:12]([O:32][CH3:33])[CH:13]=2)[C:2]1[CH:7]=[CH:6][CH:5]=[CH:4][CH:3]=1.[OH-].[Na+]. Product: [CH2:1]([N:8]1[C:20]2[CH:19]=[C:18]([C:21]3[C:22]([CH3:27])=[N:23][O:24][C:25]=3[CH3:26])[CH:17]=[C:16]([C:28]([OH:30])=[O:29])[C:15]=2[C:14]2[C:9]1=[CH:10][CH:11]=[C:12]([O:32][CH3:33])[CH:13]=2)[C:2]1[CH:3]=[CH:4][CH:5]=[CH:6][CH:7]=1. The catalyst class is: 5. (2) Reactant: F[C:2]1[CH:7]=[C:6]([N+:8]([O-:10])=[O:9])[CH:5]=[C:4]([F:11])[CH:3]=1.C([O-])([O-])=O.[K+].[K+].[C:18]1([CH2:24][SH:25])[CH:23]=[CH:22][CH:21]=[CH:20][CH:19]=1. Product: [CH2:24]([S:25][C:2]1[CH:7]=[C:6]([N+:8]([O-:10])=[O:9])[CH:5]=[C:4]([F:11])[CH:3]=1)[C:18]1[CH:23]=[CH:22][CH:21]=[CH:20][CH:19]=1. The catalyst class is: 3. (3) Reactant: [S:1]([O:5][C:6]1[C:7](=[CH:9][CH:10]=[CH:11][CH:12]=1)[OH:8])([OH:4])(=[O:3])=O.[CH:13]1([NH2:17])[CH2:16][CH2:15][CH2:14]1. Product: [OH:8][C:7]1[CH:9]=[CH:10][CH:11]=[CH:12][C:6]=1[O:5][S:1](=[O:3])(=[O:4])[NH:17][CH:13]1[CH2:16][CH2:15][CH2:14]1. The catalyst class is: 59. (4) Reactant: Cl.[F:2][C:3]([F:30])([F:29])[C:4]1[CH:5]=[C:6]([C@H:14]([O:16][C@H:17]2[CH2:22][CH2:21][NH:20][CH2:19][C@H:18]2[C:23]2[CH:28]=[CH:27][CH:26]=[CH:25][CH:24]=2)[CH3:15])[CH:7]=[C:8]([C:10]([F:13])([F:12])[F:11])[CH:9]=1.[C:31]([O:35][C:36]([NH:38][C@H:39]1[CH2:44][CH2:43][C@H:42]([C:45](O)=[O:46])[CH2:41][CH2:40]1)=[O:37])([CH3:34])([CH3:33])[CH3:32].CCN=C=NCCCN(C)C.Cl.C1C=CC2N(O)N=NC=2C=1.CCN(C(C)C)C(C)C. Product: [F:12][C:10]([F:13])([F:11])[C:8]1[CH:7]=[C:6]([C@H:14]([O:16][C@H:17]2[CH2:22][CH2:21][N:20]([C:45]([C@H:42]3[CH2:41][CH2:40][C@H:39]([NH:38][C:36](=[O:37])[O:35][C:31]([CH3:33])([CH3:32])[CH3:34])[CH2:44][CH2:43]3)=[O:46])[CH2:19][C@H:18]2[C:23]2[CH:28]=[CH:27][CH:26]=[CH:25][CH:24]=2)[CH3:15])[CH:5]=[C:4]([C:3]([F:29])([F:2])[F:30])[CH:9]=1. The catalyst class is: 18. (5) Reactant: [N+:1]([C:4]1[CH:5]=[C:6]([CH:10]=[C:11]2[CH2:20][CH2:19][C:14]3(OCC[O:15]3)[CH2:13][CH2:12]2)[CH:7]=[CH:8][CH:9]=1)([O-:3])=[O:2].Cl. Product: [N+:1]([C:4]1[CH:5]=[C:6]([CH:10]=[C:11]2[CH2:20][CH2:19][C:14](=[O:15])[CH2:13][CH2:12]2)[CH:7]=[CH:8][CH:9]=1)([O-:3])=[O:2]. The catalyst class is: 21. (6) Reactant: [ClH:1].[CH2:2]([O:9][C:10](=[O:44])[NH:11][C@H:12]([CH2:28][C:29]([NH:31][CH2:32][CH:33]([OH:43])[CH2:34][NH:35]C(OC(C)(C)C)=O)=[O:30])[CH2:13][CH2:14][CH2:15][CH2:16][NH:17][C:18]([O:20]CC1C=CC=CC=1)=[O:19])[C:3]1[CH:8]=[CH:7][CH:6]=[CH:5][CH:4]=1. Product: [ClH:1].[CH2:2]([N:17]([CH2:16][CH2:15][CH2:14][CH2:13][C@H:12]([NH:11][C:10]([O:9][CH2:2][C:3]1[CH:4]=[CH:5][CH:6]=[CH:7][CH:8]=1)=[O:44])[CH2:28][C:29]([NH:31][CH2:32][CH:33]([OH:43])[CH2:34][NH2:35])=[O:30])[C:18](=[O:19])[OH:20])[C:3]1[CH:8]=[CH:7][CH:6]=[CH:5][CH:4]=1. The catalyst class is: 12. (7) Reactant: Br[C:2]1[CH:12]=[CH:11][C:5]2[N:6]([CH3:10])[C:7](=[O:9])[NH:8][C:4]=2[CH:3]=1.[B:13]1([B:13]2[O:17][C:16]([CH3:19])([CH3:18])[C:15]([CH3:21])([CH3:20])[O:14]2)[O:17][C:16]([CH3:19])([CH3:18])[C:15]([CH3:21])([CH3:20])[O:14]1.C([O-])(=O)C.[K+]. Product: [CH3:10][N:6]1[C:5]2[CH:11]=[CH:12][C:2]([B:13]3[O:17][C:16]([CH3:19])([CH3:18])[C:15]([CH3:21])([CH3:20])[O:14]3)=[CH:3][C:4]=2[NH:8][C:7]1=[O:9]. The catalyst class is: 12. (8) Reactant: [Cl:1][CH2:2][CH2:3][CH2:4][O:5][C:6]1[CH:11]=[CH:10][C:9]([C:12]2[CH:17]=[CH:16][N:15]=[CH:14][CH:13]=2)=[CH:8][CH:7]=1.ClC1C=CC=C(C(OO)=[O:26])C=1. Product: [Cl:1][CH2:2][CH2:3][CH2:4][O:5][C:6]1[CH:11]=[CH:10][C:9]([C:12]2[CH:17]=[CH:16][N+:15]([O-:26])=[CH:14][CH:13]=2)=[CH:8][CH:7]=1. The catalyst class is: 22. (9) Product: [ClH:1].[ClH:1].[OH:9][C@H:4]1[C@@H:3]([CH3:2])[CH2:8][CH2:7][N:6]([CH2:36][CH2:35][CH2:34][N:31]2[CH2:32][CH2:33][NH:28][CH:29]([CH3:39])[C:30]2=[O:38])[CH2:5]1. Reactant: [ClH:1].[CH3:2][C@H:3]1[CH2:8][CH2:7][NH:6][CH2:5][C@H:4]1[OH:9].C(N(CC)CC)C.C(O)(=O)C.C(OC([N:28]1[CH2:33][CH2:32][N:31]([CH2:34][CH2:35][CH:36]=O)[C:30](=[O:38])[CH:29]1[CH3:39])=O)(C)(C)C.C(O[BH-](OC(=O)C)OC(=O)C)(=O)C.[Na+]. The catalyst class is: 4. (10) Reactant: [CH2:1]([O:3][P:4]([CH2:16][CH2:17][CH2:18][CH2:19][CH2:20][CH2:21][CH2:22][CH2:23][CH2:24][CH2:25][CH2:26][O:27][C:28](C1NC=CN=1)=[O:29])([O:6][C:7]1[CH:12]=[CH:11][C:10]([N+:13]([O-:15])=[O:14])=[CH:9][CH:8]=1)=[O:5])[CH3:2].[Cl-].[N:36]1[CH:41]=[CH:40][CH:39]=[CH:38][C:37]=1[S:42][S:43][CH2:44][CH2:45][CH2:46][CH2:47][CH2:48][CH2:49][CH2:50][CH2:51][CH2:52][CH2:53][CH2:54][O:55][CH2:56][CH2:57][O:58][CH2:59][CH2:60][O:61][CH2:62][CH2:63][NH3+:64].CCN(CC)CC. Product: [N+:13]([C:10]1[CH:9]=[CH:8][C:7]([O:6][P:4]([CH2:16][CH2:17][CH2:18][CH2:19][CH2:20][CH2:21][CH2:22][CH2:23][CH2:24][CH2:25][CH2:26][O:27][C:28](=[O:29])[NH:64][CH2:63][CH2:62][O:61][CH2:60][CH2:59][O:58][CH2:57][CH2:56][O:55][CH2:54][CH2:53][CH2:52][CH2:51][CH2:50][CH2:49][CH2:48][CH2:47][CH2:46][CH2:45][CH2:44][S:43][S:42][C:37]2[CH:38]=[CH:39][CH:40]=[CH:41][N:36]=2)(=[O:5])[O:3][CH2:1][CH3:2])=[CH:12][CH:11]=1)([O-:15])=[O:14]. The catalyst class is: 3.